This data is from Full USPTO retrosynthesis dataset with 1.9M reactions from patents (1976-2016). The task is: Predict the reactants needed to synthesize the given product. (1) The reactants are: [C:1]([OH:6])(=[O:5])[C:2]([CH3:4])=[O:3].[OH-].[Na+:8].[Br:9][C:10]1[N:15]=[CH:14][C:13]([CH:16]=O)=[CH:12][CH:11]=1. Given the product [Na+:8].[Br:9][C:10]1[N:15]=[CH:14][C:13]([CH:16]=[CH:4][C:2](=[O:3])[C:1]([O-:6])=[O:5])=[CH:12][CH:11]=1, predict the reactants needed to synthesize it. (2) Given the product [C:26]([C:2]1[CH:3]=[CH:4][C:5]([CH3:12])=[C:6]([CH:11]=1)[C:7]([O:9][CH3:10])=[O:8])#[N:27], predict the reactants needed to synthesize it. The reactants are: N[C:2]1[CH:3]=[CH:4][C:5]([CH3:12])=[C:6]([CH:11]=1)[C:7]([O:9][CH3:10])=[O:8].Cl.N([O-])=O.[Na+].C([O-])(O)=O.[Na+].[C-]#N.[K+].[C:26]([Cu])#[N:27]. (3) Given the product [Cl:5][C:6]1[CH:7]=[CH:8][C:9]([O:27][CH3:28])=[C:10]([C:12]2([Cl:3])[C:20]3[C:15](=[CH:16][C:17]([C:21]([F:24])([F:23])[F:22])=[CH:18][CH:19]=3)[NH:14][C:13]2=[O:25])[CH:11]=1, predict the reactants needed to synthesize it. The reactants are: S(Cl)([Cl:3])=O.[Cl:5][C:6]1[CH:7]=[CH:8][C:9]([O:27][CH3:28])=[C:10]([C:12]2(O)[C:20]3[C:15](=[CH:16][C:17]([C:21]([F:24])([F:23])[F:22])=[CH:18][CH:19]=3)[NH:14][C:13]2=[O:25])[CH:11]=1.C(N(CC)CC)C. (4) Given the product [NH2:1][C:2]1[CH:3]=[C:4]([CH2:8][CH2:9][C:10]([NH:15][CH:19]2[CH2:21][CH2:20]2)=[O:12])[CH:5]=[CH:6][CH:7]=1, predict the reactants needed to synthesize it. The reactants are: [NH2:1][C:2]1[CH:3]=[C:4]([CH2:8][CH2:9][C:10]([OH:12])=O)[CH:5]=[CH:6][CH:7]=1.C([N:15]([CH:19]([CH3:21])[CH3:20])C(C)C)C.C1(N)CC1.CN(C(ON1N=NC2C=CC=NC1=2)=[N+](C)C)C.F[P-](F)(F)(F)(F)F. (5) Given the product [F:1][C:2]1[CH:3]=[CH:4][C:5]([CH2:6][CH2:7][NH:8][C:9](=[O:10])[N:14]([C:15]2[CH:16]=[C:17]([C:21]3[CH:26]=[CH:25][C:24]([CH2:27][CH2:28][C:29]([O:31][CH3:32])=[O:30])=[CH:23][CH:22]=3)[CH:18]=[CH:19][CH:20]=2)[CH3:13])=[CH:11][CH:12]=1, predict the reactants needed to synthesize it. The reactants are: [F:1][C:2]1[CH:12]=[CH:11][C:5]([CH2:6][CH2:7][N:8]=[C:9]=[O:10])=[CH:4][CH:3]=1.[CH3:13][NH:14][C:15]1[CH:16]=[C:17]([C:21]2[CH:26]=[CH:25][C:24]([CH2:27][CH2:28][C:29]([O:31][CH3:32])=[O:30])=[CH:23][CH:22]=2)[CH:18]=[CH:19][CH:20]=1.[Cl-].[NH4+].